From a dataset of Forward reaction prediction with 1.9M reactions from USPTO patents (1976-2016). Predict the product of the given reaction. (1) Given the reactants [C:1]([C:4]1[CH:9]=[CH:8][C:7]([NH:10][CH2:11][C:12]2[C:13]([CH2:20][NH:21][CH2:22][CH2:23][CH2:24][CH2:25][CH2:26][C:27]([OH:29])=[O:28])=[C:14]([OH:19])[C:15]([CH3:18])=[N:16][CH:17]=2)=[CH:6][CH:5]=1)(=[NH:3])[NH2:2], predict the reaction product. The product is: [OH-:19].[NH4+:2].[CH2:1]([O:19][C:14]1[C:15]([CH3:18])=[N:16][CH:17]=[C:12]([CH2:11][NH:10][C:7]2[CH:6]=[CH:5][C:4]([C:1](=[NH:2])[NH2:3])=[CH:9][CH:8]=2)[C:13]=1[CH2:20][NH:21][CH2:22][CH2:23][CH2:24][CH2:25][CH2:26][C:27]([OH:29])=[O:28])[C:4]1[CH:9]=[CH:8][CH:7]=[CH:6][CH:5]=1. (2) Given the reactants [Br:1][C:2]1[CH:7]=[CH:6][CH:5]=[CH:4][C:3]=1[NH:8]N.O.C1(C)C=CC(S(O)(=O)=O)=CC=1.[C:22]([O:27][CH2:28][CH3:29])(=[O:26])[C:23]([CH3:25])=O.O, predict the reaction product. The product is: [Br:1][C:2]1[CH:7]=[CH:6][CH:5]=[C:4]2[C:3]=1[NH:8][C:23]([C:22]([O:27][CH2:28][CH3:29])=[O:26])=[CH:25]2. (3) Given the reactants Cl.[CH:2]1[N:7]2[CH:8]=[CH:9][CH:10]=[C:6]2[CH:5]=[C:4]([C:11]([OH:13])=O)[N:3]=1.C1(P([Cl:28])(C2C=CC=CC=2)=O)C=CC=CC=1.Cl.Cl.[NH2:31][C@@H:32]1[CH:37]2[CH2:38][CH2:39][N:34]([CH2:35][CH2:36]2)[CH2:33]1.[OH-].[Na+], predict the reaction product. The product is: [ClH:28].[N:34]12[CH2:39][CH2:38][CH:37]([CH2:36][CH2:35]1)[C@@H:32]([NH:31][C:11]([C:4]1[N:3]=[CH:2][N:7]3[CH:8]=[CH:9][CH:10]=[C:6]3[CH:5]=1)=[O:13])[CH2:33]2. (4) Given the reactants C(O[C:6](/[CH:8]=[CH:9]/[C:10]1[N:15]=[C:14](/[CH:16]=[CH:17]/[C:18]([O:20][CH2:21][CH3:22])=[O:19])[CH:13]=[CH:12][CH:11]=1)=[O:7])(C)(C)C.C(O)(C(F)(F)F)=O.C(Cl)CCl.C1C=CC2N(O)N=NC=2C=1.[C:44]1([N:50]2[CH2:55][CH2:54][NH:53][CH2:52][CH2:51]2)[CH:49]=[CH:48][CH:47]=[CH:46][CH:45]=1, predict the reaction product. The product is: [O:7]=[C:6]([N:53]1[CH2:54][CH2:55][N:50]([C:44]2[CH:49]=[CH:48][CH:47]=[CH:46][CH:45]=2)[CH2:51][CH2:52]1)/[CH:8]=[CH:9]/[C:10]1[N:15]=[C:14](/[CH:16]=[CH:17]/[C:18]([O:20][CH2:21][CH3:22])=[O:19])[CH:13]=[CH:12][CH:11]=1.